This data is from Full USPTO retrosynthesis dataset with 1.9M reactions from patents (1976-2016). The task is: Predict the reactants needed to synthesize the given product. (1) Given the product [CH3:1][O:2][C:3](=[O:26])[CH2:4][CH:5]([NH2:17])[C:6]1[C:7]([Cl:16])=[N:8][C:9]2[C:14]([CH:15]=1)=[CH:13][CH:12]=[CH:11][CH:10]=2, predict the reactants needed to synthesize it. The reactants are: [CH3:1][O:2][C:3](=[O:26])[CH2:4][CH:5]([NH:17]C1C=CC=CC=1OC)[C:6]1[C:7]([Cl:16])=[N:8][C:9]2[C:14]([CH:15]=1)=[CH:13][CH:12]=[CH:11][CH:10]=2.[K+].[Br-]. (2) Given the product [CH:34]([S:31]([CH2:30][C:20]1[C:21]2[CH2:22][CH2:23][CH2:24][C:25](=[O:29])[C:26]=2[CH:27]=[CH:28][C:19]=1[O:1][CH2:2][CH2:3][C:4]1[N:8]([CH2:9][C:10]2[CH:17]=[CH:16][C:13]([C:14]#[N:15])=[CH:12][CH:11]=2)[CH:7]=[N:6][CH:5]=1)(=[O:33])=[O:32])([CH3:36])[CH3:35], predict the reactants needed to synthesize it. The reactants are: [OH:1][CH2:2][CH2:3][C:4]1[N:8]([CH2:9][C:10]2[CH:17]=[CH:16][C:13]([C:14]#[N:15])=[CH:12][CH:11]=2)[CH:7]=[N:6][CH:5]=1.O[C:19]1[C:20]([CH2:30][S:31]([CH:34]([CH3:36])[CH3:35])(=[O:33])=[O:32])=[C:21]2[C:26](=[CH:27][CH:28]=1)[C:25](=[O:29])[CH2:24][CH2:23][CH2:22]2.C1(P(C2C=CC=CC=2)C2C=CC=CC=2)C=CC=CC=1.N(C(OC(C)C)=O)=NC(OC(C)C)=O. (3) Given the product [CH3:71][O:3][C:4]1[CH:9]=[CH:8][C:7]([C:20]2[CH:24]=[C:23]([C:25]3[CH:26]=[CH:27][CH:28]=[CH:29][CH:30]=3)[NH:22][C:21]=2[C:31]([NH:33][CH2:34][C:35]2[CH:43]=[CH:42][C:38]([C:39]([NH:66][C:65]3[CH:67]=[CH:68][CH:69]=[CH:70][C:64]=3[SH:63])=[O:40])=[CH:37][CH:36]=2)=[O:32])=[CH:6][CH:5]=1, predict the reactants needed to synthesize it. The reactants are: P(Cl)(Cl)([O:3][C:4]1[CH:9]=[CH:8][CH:7]=[CH:6][CH:5]=1)=O.COC1C=CC([C:20]2[CH:24]=[C:23]([C:25]3[CH:30]=[CH:29][CH:28]=[CH:27][CH:26]=3)[NH:22][C:21]=2[C:31]([NH:33][CH2:34][C:35]2[CH:43]=[CH:42][C:38]([C:39](O)=[O:40])=[CH:37][CH:36]=2)=[O:32])=CC=1.C([S:63][C:64]1[CH:70]=[CH:69][CH:68]=[CH:67][C:65]=1[NH2:66])(C1C=CC=CC=1)(C1C=CC=CC=1)C1C=CC=CC=1.[CH2:71](N(CC)CC)C.FC(F)(F)C(O)=O.C([SiH](CC)CC)C.C([O-])(O)=O.[Na+]. (4) Given the product [CH2:35]([N:3]([CH2:1][CH3:2])[CH2:4]/[CH:5]=[CH:6]/[C:7]1[CH:12]=[C:11]([F:13])[CH:10]=[CH:9][C:8]=1[S:14]([NH:17][C:18]1[C:27]([C:28]([OH:30])=[O:29])=[C:26]2[C:21]([C:22]3[CH:34]=[CH:33][O:32][C:23]=3[CH2:24][O:25]2)=[CH:20][CH:19]=1)(=[O:16])=[O:15])[CH3:36], predict the reactants needed to synthesize it. The reactants are: [CH2:1]([N:3]([CH2:35][CH3:36])[CH2:4]/[CH:5]=[CH:6]\[C:7]1[CH:12]=[C:11]([F:13])[CH:10]=[CH:9][C:8]=1[S:14]([NH:17][C:18]1[C:27]([C:28]([O:30]C)=[O:29])=[C:26]2[C:21]([C:22]3[CH:34]=[CH:33][O:32][C:23]=3[CH2:24][O:25]2)=[CH:20][CH:19]=1)(=[O:16])=[O:15])[CH3:2].O.[OH-].[Li+].C(O)=O.